Dataset: Forward reaction prediction with 1.9M reactions from USPTO patents (1976-2016). Task: Predict the product of the given reaction. (1) Given the reactants C(N1CCN(C2N=C(Br)C=C3C=CSC=23)CC1)C.[CH2:19]([N:21]1[CH2:26][CH2:25][N:24]([C:27]2[N:28]=[C:29]([C:36]3[CH:41]=[CH:40][C:39]([O:42][CH2:43][C@H:44]([O:46]C(=O)C)[CH3:45])=[CH:38][CH:37]=3)[CH:30]=[C:31]3[CH:35]=[CH:34][S:33][C:32]=23)[CH2:23][CH2:22]1)[CH3:20].[ClH:50], predict the reaction product. The product is: [ClH:50].[ClH:50].[CH2:19]([N:21]1[CH2:26][CH2:25][N:24]([C:27]2[N:28]=[C:29]([C:36]3[CH:41]=[CH:40][C:39]([O:42][CH2:43][CH:44]([OH:46])[CH3:45])=[CH:38][CH:37]=3)[CH:30]=[C:31]3[CH:35]=[CH:34][S:33][C:32]=23)[CH2:23][CH2:22]1)[CH3:20]. (2) Given the reactants [Cl-].[Al+3].[Cl-].[Cl-].C(S)CCCCCCCCCCC.[CH3:18][O:19][C:20](=[O:34])[CH2:21][C:22]1[C:26]2[CH:27]=[CH:28][C:29]([O:32]C)=[C:30]([CH3:31])[C:25]=2[S:24][CH:23]=1, predict the reaction product. The product is: [CH3:18][O:19][C:20](=[O:34])[CH2:21][C:22]1[C:26]2[CH:27]=[CH:28][C:29]([OH:32])=[C:30]([CH3:31])[C:25]=2[S:24][CH:23]=1. (3) Given the reactants C([N:8]1[CH2:12][C@H:11]([C:13]2[CH:18]=[CH:17][C:16]([Cl:19])=[C:15]([F:20])[CH:14]=2)[C@@H:10]([C@@H:21]([O:23][C:24]2[CH:29]=[CH:28][C:27]([Cl:30])=[CH:26][N:25]=2)[CH3:22])[CH2:9]1)C1C=CC=CC=1.ClC(OC(Cl)C)=O.CCN(C(C)C)C(C)C, predict the reaction product. The product is: [Cl:30][C:27]1[CH:28]=[CH:29][C:24]([O:23][C@H:21]([C@@H:10]2[C@@H:11]([C:13]3[CH:18]=[CH:17][C:16]([Cl:19])=[C:15]([F:20])[CH:14]=3)[CH2:12][NH:8][CH2:9]2)[CH3:22])=[N:25][CH:26]=1. (4) The product is: [Cl:1][C:2]1[CH:3]=[C:4]([C:10]2[C:14]3[CH:15]=[C:16]([C:19]4[O:23][C:22]([NH2:24])=[N:21][N:20]=4)[CH:17]=[CH:18][C:13]=3[O:12][CH:11]=2)[CH:5]=[CH:6][C:7]=1[S:8]([CH3:9])=[O:28]. Given the reactants [Cl:1][C:2]1[CH:3]=[C:4]([C:10]2[C:14]3[CH:15]=[C:16]([C:19]4[O:23][C:22]([NH2:24])=[N:21][N:20]=4)[CH:17]=[CH:18][C:13]=3[O:12][CH:11]=2)[CH:5]=[CH:6][C:7]=1[S:8][CH3:9].CN(C)C=[O:28], predict the reaction product. (5) Given the reactants [NH2:1][C:2]1[C:3]([C:7]2[N:8]([CH2:18][CH3:19])[C:9]3[C:14]([OH:15])=[CH:13][N:12]=[C:11]([Cl:16])[C:10]=3[N:17]=2)=[N:4][O:5][N:6]=1.CN(C=O)C.C(=O)([O-])[O-].[Cs+].[Cs+].[Br:31][CH2:32][CH2:33][CH2:34]Br, predict the reaction product. The product is: [Br:31][CH2:32][CH2:33][CH2:34][O:15][C:14]1[C:9]2[N:8]([CH2:18][CH3:19])[C:7]([C:3]3[C:2]([NH2:1])=[N:6][O:5][N:4]=3)=[N:17][C:10]=2[C:11]([Cl:16])=[N:12][CH:13]=1. (6) Given the reactants [CH2:1]([O:8][N:9]1[C:14]2[N:15]=[C:16]([CH3:19])[N:17]=[CH:18][C:13]=2[C:12]([NH:20][CH2:21][C:22]2[CH:27]=[CH:26][C:25]([O:28][CH3:29])=[CH:24][CH:23]=2)=[C:11](C(OCC)=O)[C:10]1=[O:35])[C:2]1[CH:7]=[CH:6][CH:5]=[CH:4][CH:3]=1.[OH-].[Na+], predict the reaction product. The product is: [CH2:1]([O:8][N:9]1[C:14]2[N:15]=[C:16]([CH3:19])[N:17]=[CH:18][C:13]=2[C:12]([NH:20][CH2:21][C:22]2[CH:23]=[CH:24][C:25]([O:28][CH3:29])=[CH:26][CH:27]=2)=[CH:11][C:10]1=[O:35])[C:2]1[CH:7]=[CH:6][CH:5]=[CH:4][CH:3]=1.